Predict which catalyst facilitates the given reaction. From a dataset of Catalyst prediction with 721,799 reactions and 888 catalyst types from USPTO. (1) Reactant: [Br:1][C:2]1[CH:3]=[CH:4][C:5](F)=[C:6]([CH:9]=1)[CH:7]=[O:8].Cl.[CH3:12][O:13][C:14]([CH:16]1[CH2:20][CH2:19][NH:18][CH2:17]1)=[O:15].C(=O)([O-])[O-].[K+].[K+].O. Product: [Br:1][C:2]1[CH:3]=[CH:4][C:5]([N:18]2[CH2:19][CH2:20][CH:16]([C:14]([O:13][CH3:12])=[O:15])[CH2:17]2)=[C:6]([CH:7]=[O:8])[CH:9]=1. The catalyst class is: 3. (2) Reactant: [CH3:1][O:2][C:3]1[CH:4]=[C:5]([CH2:11][CH:12]([NH2:16])[CH:13]([CH3:15])[CH3:14])[CH:6]=[CH:7][C:8]=1[O:9][CH3:10].[CH:17](OCC)=[O:18]. Product: [CH3:1][O:2][C:3]1[CH:4]=[C:5]([CH2:11][CH:12]([NH:16][CH:17]=[O:18])[CH:13]([CH3:14])[CH3:15])[CH:6]=[CH:7][C:8]=1[O:9][CH3:10]. The catalyst class is: 12. (3) Reactant: [NH2:1][CH2:2][C:3]1[CH:8]=[CH:7][C:6]([NH:9][CH2:10][C:11]2[CH:16]=[CH:15][CH:14]=[CH:13][CH:12]=2)=[CH:5][CH:4]=1.[N:17]1[C:26]2[C:21](=[CH:22][C:23]([C:27](O)=[O:28])=[CH:24][CH:25]=2)[CH:20]=[CH:19][CH:18]=1.F[P-](F)(F)(F)(F)F.N1([P+](N(C)C)(N(C)C)N(C)C)C2C=CC=CC=2N=N1.C(N(CC)CC)C. Product: [CH2:10]([NH:9][C:6]1[CH:7]=[CH:8][C:3]([CH2:2][NH:1][C:27]([C:23]2[CH:22]=[C:21]3[C:26](=[CH:25][CH:24]=2)[N:17]=[CH:18][CH:19]=[CH:20]3)=[O:28])=[CH:4][CH:5]=1)[C:11]1[CH:16]=[CH:15][CH:14]=[CH:13][CH:12]=1. The catalyst class is: 35. (4) Reactant: [F:1][C:2]1[C:19]([F:20])=[CH:18][CH:17]=[CH:16][C:3]=1[CH2:4][N:5]1[C:9]2=[N:10][CH:11]=[CH:12][CH:13]=[C:8]2[C:7]([C:14]#[N:15])=[N:6]1.C[Si]([N:25]=[N+:26]=[N-:27])(C)C.C([Sn](=O)CCCC)CCC.O. Product: [F:1][C:2]1[C:19]([F:20])=[CH:18][CH:17]=[CH:16][C:3]=1[CH2:4][N:5]1[C:9]2=[N:10][CH:11]=[CH:12][CH:13]=[C:8]2[C:7]([C:14]2[NH:27][N:26]=[N:25][N:15]=2)=[N:6]1. The catalyst class is: 11. (5) Reactant: [Cl:1][C:2]1[C:11]2[C:6](=[CH:7][CH:8]=[CH:9][CH:10]=2)[N:5]=[C:4]([C:12]([O:14]CC)=O)[CH:3]=1.[F:17][C:18]1[CH:23]=[CH:22][C:21]([Mg]Br)=[CH:20][CH:19]=1.C(OCC)C. Product: [Cl:1][C:2]1[C:11]2[C:6](=[CH:7][CH:8]=[CH:9][CH:10]=2)[N:5]=[C:4]([C:12]([C:21]2[CH:22]=[CH:23][C:18]([F:17])=[CH:19][CH:20]=2)=[O:14])[CH:3]=1. The catalyst class is: 1. (6) Reactant: [Cl:1][C:2]1[CH:3]=[C:4]([S:9][CH2:10][C:11](=O)[CH3:12])[CH:5]=[CH:6][C:7]=1[F:8]. Product: [Cl:1][C:2]1[C:7]([F:8])=[CH:6][C:5]2[C:11]([CH3:12])=[CH:10][S:9][C:4]=2[CH:3]=1. The catalyst class is: 159. (7) Reactant: [CH2:1]([O:8][C@@H:9]1[C@@H:13]([CH2:14][O:15][CH2:16][C:17]2[CH:22]=[CH:21][CH:20]=[CH:19][CH:18]=2)[O:12][C@H:11]([O:23][CH3:24])/[C:10]/1=[N:25]\[S:26]([C:28]([CH3:31])([CH3:30])[CH3:29])=[O:27])[C:2]1[CH:7]=[CH:6][CH:5]=[CH:4][CH:3]=1.[CH3:32][Li]. Product: [CH2:1]([O:8][C@@H:9]1[C@@H:13]([CH2:14][O:15][CH2:16][C:17]2[CH:18]=[CH:19][CH:20]=[CH:21][CH:22]=2)[O:12][C@H:11]([O:23][CH3:24])[C@@:10]1([NH:25][S:26]([C:28]([CH3:31])([CH3:30])[CH3:29])=[O:27])[CH3:32])[C:2]1[CH:7]=[CH:6][CH:5]=[CH:4][CH:3]=1. The catalyst class is: 1.